From a dataset of Catalyst prediction with 721,799 reactions and 888 catalyst types from USPTO. Predict which catalyst facilitates the given reaction. Reactant: [CH2:1]([O:3][C:4]([N:6]1[C:15]2[C:10](=[CH:11][C:12]([C:16]([F:19])([F:18])[F:17])=[CH:13][CH:14]=2)[N:9]([CH:20]([C:26]2[CH:31]=[CH:30][C:29]([Cl:32])=[C:28]([Cl:33])[CH:27]=2)[C:21]2[N:22]=[N:23][NH:24][N:25]=2)[CH2:8][CH:7]1[CH2:34][CH3:35])=[O:5])[CH3:2].[Si](C=[N+]=[N-])(C)(C)[CH3:37]. Product: [CH2:1]([O:3][C:4]([N:6]1[C:15]2[C:10](=[CH:11][C:12]([C:16]([F:17])([F:18])[F:19])=[CH:13][CH:14]=2)[N:9]([CH:20]([C:26]2[CH:31]=[CH:30][C:29]([Cl:32])=[C:28]([Cl:33])[CH:27]=2)[C:21]2[N:22]=[N:23][N:24]([CH3:37])[N:25]=2)[CH2:8][CH:7]1[CH2:34][CH3:35])=[O:5])[CH3:2]. The catalyst class is: 36.